Dataset: Forward reaction prediction with 1.9M reactions from USPTO patents (1976-2016). Task: Predict the product of the given reaction. (1) Given the reactants [OH:1][C:2]([CH2:4][CH2:5][CH2:6][CH2:7][C@H:8]1[C@@H:16]2[C@@H:11]([NH:12][C:13]([NH:15]2)=[O:14])[CH2:10][S:9]1)=[O:3].C(O)(=[O:19])C, predict the reaction product. The product is: [O:19]=[S:9]1[C@@H:8]([CH2:7][CH2:6][CH2:5][CH2:4][C:2]([OH:1])=[O:3])[C@@H:16]2[C@@H:11]([NH:12][C:13](=[O:14])[NH:15]2)[CH2:10]1. (2) Given the reactants Cl.Cl.[O:3]1[C:8]2=[CH:9][CH:10]=[CH:11][C:7]2=[CH:6][C:5]([CH:12]2[CH2:17][CH2:16][CH2:15][CH2:14][N:13]2[CH2:18][CH2:19][C@H:20]2[CH2:25][CH2:24][C@H:23]([NH2:26])[CH2:22][CH2:21]2)=[CH:4]1.[CH:27]1([CH2:30][C:31](O)=[O:32])[CH2:29][CH2:28]1, predict the reaction product. The product is: [O:3]1[C:8]2=[CH:9][CH:10]=[CH:11][C:7]2=[CH:6][C:5]([CH:12]2[CH2:17][CH2:16][CH2:15][CH2:14][N:13]2[CH2:18][CH2:19][C@H:20]2[CH2:21][CH2:22][C@H:23]([NH:26][C:31](=[O:32])[CH2:30][CH:27]3[CH2:29][CH2:28]3)[CH2:24][CH2:25]2)=[CH:4]1. (3) Given the reactants C[Si]([CH2:5][C:6]([O:8]CC)=[O:7])(C)C.[Li+].C[Si]([N-][Si](C)(C)C)(C)C.[CH3:21][O:22][C:23]1[CH:41]=[CH:40][C:26]([CH2:27][O:28][C:29]2[CH:30]=[C:31]3[C:36](=[CH:37][CH:38]=2)[C:35](=O)[CH2:34][CH2:33][CH2:32]3)=[CH:25][CH:24]=1, predict the reaction product. The product is: [CH3:21][O:22][C:23]1[CH:41]=[CH:40][C:26]([CH2:27][O:28][C:29]2[CH:30]=[C:31]3[C:36](=[CH:37][CH:38]=2)/[C:35](=[CH:5]/[C:6]([OH:8])=[O:7])/[CH2:34][CH2:33][CH2:32]3)=[CH:25][CH:24]=1.